This data is from Catalyst prediction with 721,799 reactions and 888 catalyst types from USPTO. The task is: Predict which catalyst facilitates the given reaction. (1) Reactant: Cl.[CH3:2][CH:3]1[CH2:8][CH:7]([CH3:9])[CH2:6][N:5]([C:10]2[N:15]=[C:14]([NH:16][C:17]3[C:18]4[N:19]([CH:33]=[CH:34][N:35]=4)[N:20]=[C:21]([C:23]4[CH:24]=[C:25]([CH:30]=[CH:31][CH:32]=4)[C:26]([O:28]C)=[O:27])[CH:22]=3)[CH:13]=[CH:12][CH:11]=2)[CH2:4]1.[OH-].[Na+]. Product: [CH3:2][CH:3]1[CH2:8][CH:7]([CH3:9])[CH2:6][N:5]([C:10]2[N:15]=[C:14]([NH:16][C:17]3[C:18]4[N:19]([CH:33]=[CH:34][N:35]=4)[N:20]=[C:21]([C:23]4[CH:24]=[C:25]([CH:30]=[CH:31][CH:32]=4)[C:26]([OH:28])=[O:27])[CH:22]=3)[CH:13]=[CH:12][CH:11]=2)[CH2:4]1. The catalyst class is: 38. (2) Reactant: [NH2:1][C:2]1[N:7]=[C:6]([NH2:8])[C:5]([O:9][C:10]2[C:11]([CH:21]([CH3:23])[CH3:22])=[CH:12][C:13]([O:19][CH3:20])=[C:14]([CH:16]([OH:18])[CH3:17])[CH:15]=2)=[CH:4][N:3]=1.[CH3:24]CN(S(F)(F)F)CC.C([O-])(O)=O.[Na+]. The catalyst class is: 2. Product: [CH:21]([C:11]1[CH:12]=[C:13]([O:19][CH3:20])[C:14]([CH:16]=[CH2:17])=[CH:15][C:10]=1[O:9][C:5]1[C:6]([NH2:8])=[N:7][C:2]([NH2:1])=[N:3][CH:4]=1)([CH3:23])[CH3:22].[CH:21]([C:11]1[CH:12]=[C:13]([O:19][CH3:20])[C:14]([CH:16]([O:18][CH3:24])[CH3:17])=[CH:15][C:10]=1[O:9][C:5]1[C:6]([NH2:8])=[N:7][C:2]([NH2:1])=[N:3][CH:4]=1)([CH3:23])[CH3:22]. (3) Reactant: Br[C:2]1[N:7]=[C:6]([CH3:8])[C:5]([N+:9]([O-:11])=[O:10])=[CH:4][CH:3]=1.[NH:12]1[CH:16]=[N:15][CH:14]=[N:13]1.C(=O)([O-])[O-].[K+].[K+]. Product: [CH3:8][C:6]1[C:5]([N+:9]([O-:11])=[O:10])=[CH:4][CH:3]=[C:2]([N:12]2[CH:16]=[N:15][CH:14]=[N:13]2)[N:7]=1. The catalyst class is: 16. (4) Reactant: Cl[C:2]1[C:11]2=[N:12][N:13](CC3C=CC(OC)=CC=3)[CH:14]=[C:10]2[C:9]2[CH:8]=[C:7]([O:24][CH3:25])[CH:6]=[CH:5][C:4]=2[N:3]=1.[NH2:26][C:27]1[CH:28]=[C:29]([S:33]([NH:36][CH3:37])(=[O:35])=[O:34])[CH:30]=[CH:31][CH:32]=1.Cl. Product: [CH3:25][O:24][C:7]1[CH:6]=[CH:5][C:4]2[N:3]=[C:2]([NH:26][C:27]3[CH:28]=[C:29]([S:33]([NH:36][CH3:37])(=[O:35])=[O:34])[CH:30]=[CH:31][CH:32]=3)[C:11]3=[N:12][NH:13][CH:14]=[C:10]3[C:9]=2[CH:8]=1. The catalyst class is: 71. (5) Reactant: [Na].[CH2:2]([O:4][C:5]1[CH:26]=[CH:25][CH:24]=[CH:23][C:6]=1[C:7]([NH:9][C:10]1[C:11]([CH2:20][CH2:21][CH3:22])=[N:12][N:13]([CH2:18][CH3:19])[C:14]=1[C:15]([NH2:17])=[O:16])=O)[CH3:3]. Product: [CH2:2]([O:4][C:5]1[CH:26]=[CH:25][CH:24]=[CH:23][C:6]=1[C:7]1[NH:17][C:15](=[O:16])[C:14]2[N:13]([CH2:18][CH3:19])[N:12]=[C:11]([CH2:20][CH2:21][CH3:22])[C:10]=2[N:9]=1)[CH3:3]. The catalyst class is: 8. (6) Reactant: [C:1]([O:5][C:6]([N:8]([C:21]([O:23][C:24]([CH3:27])([CH3:26])[CH3:25])=[O:22])[C@@H:9]([CH2:14][CH2:15][CH2:16][C:17](OC)=[O:18])[C:10]([O:12][CH3:13])=[O:11])=[O:7])([CH3:4])([CH3:3])[CH3:2].CC(C[Al]CC(C)C)C.O. Product: [C:24]([O:23][C:21]([N:8]([C:6]([O:5][C:1]([CH3:4])([CH3:3])[CH3:2])=[O:7])[C@H:9]([C:10]([O:12][CH3:13])=[O:11])[CH2:14][CH2:15][CH2:16][CH:17]=[O:18])=[O:22])([CH3:26])([CH3:27])[CH3:25]. The catalyst class is: 27. (7) Reactant: C([O:5][C:6](=[O:38])[CH2:7][N:8]1[C:12]([C:13]2[N:17]([C:18]3[CH:23]=[CH:22][C:21]([C:24]#[N:25])=[CH:20][CH:19]=3)[N:16]=[CH:15][CH:14]=2)=[C:11]([CH3:26])[N:10]([C:27]2[CH:32]=[CH:31][CH:30]=[C:29]([C:33]([F:36])([F:35])[F:34])[CH:28]=2)[C:9]1=[O:37])(C)(C)C.C(O)(C(F)(F)F)=O. Product: [C:24]([C:21]1[CH:22]=[CH:23][C:18]([N:17]2[C:13]([C:12]3[N:8]([CH2:7][C:6]([OH:38])=[O:5])[C:9](=[O:37])[N:10]([C:27]4[CH:32]=[CH:31][CH:30]=[C:29]([C:33]([F:36])([F:35])[F:34])[CH:28]=4)[C:11]=3[CH3:26])=[CH:14][CH:15]=[N:16]2)=[CH:19][CH:20]=1)#[N:25]. The catalyst class is: 34. (8) Reactant: [Cl:1][C:2]1[C:3]([F:48])=[C:4]([CH:45]=[CH:46][CH:47]=1)[C:5]([N:7]([C@@H:22]([C:26]1[N:35]([NH:36][C:37]2[CH:42]=[CH:41][CH:40]=[CH:39][CH:38]=2)[C:34](=[O:43])[C:33]2[C:28](=[CH:29][C:30]([Cl:44])=[CH:31][CH:32]=2)[N:27]=1)[CH2:23][C:24]#[CH:25])[CH2:8][CH2:9][CH2:10][N:11]1C(=O)C2C(=CC=CC=2)C1=O)=[O:6].N#N.NN. Product: [NH2:11][CH2:10][CH2:9][CH2:8][N:7]([C@@H:22]([C:26]1[N:35]([NH:36][C:37]2[CH:38]=[CH:39][CH:40]=[CH:41][CH:42]=2)[C:34](=[O:43])[C:33]2[C:28](=[CH:29][C:30]([Cl:44])=[CH:31][CH:32]=2)[N:27]=1)[CH2:23][C:24]#[CH:25])[C:5](=[O:6])[C:4]1[CH:45]=[CH:46][CH:47]=[C:2]([Cl:1])[C:3]=1[F:48]. The catalyst class is: 5.